Dataset: Catalyst prediction with 721,799 reactions and 888 catalyst types from USPTO. Task: Predict which catalyst facilitates the given reaction. Reactant: [CH:1]12[CH2:13][CH:9]([CH2:10][NH:11][CH2:12]1)[CH2:8][C:7]1[CH:6]=[CH:5][CH:4]=[CH:3][C:2]2=1.C(N(CC)CC)C.[C:21](O[C:21]([C:23]([F:26])([F:25])[F:24])=[O:22])([C:23]([F:26])([F:25])[F:24])=[O:22].Cl. Product: [CH:1]12[CH2:13][CH:9]([CH2:10][N:11]([C:21](=[O:22])[C:23]([F:26])([F:25])[F:24])[CH2:12]1)[CH2:8][C:7]1[CH:6]=[CH:5][CH:4]=[CH:3][C:2]2=1. The catalyst class is: 2.